Predict the reactants needed to synthesize the given product. From a dataset of Full USPTO retrosynthesis dataset with 1.9M reactions from patents (1976-2016). (1) The reactants are: [C:1]1([CH2:7][O:8][C:9]([C:11]2([NH2:17])[CH2:16][CH2:15][CH2:14][CH2:13][CH2:12]2)=[O:10])[CH:6]=[CH:5][CH:4]=[CH:3][CH:2]=1.[C:18](OC(OC(C)(C)C)=O)(OC(C)(C)C)=[O:19].C(N(CC)CC)C.[C:40]1([N:46]2[CH2:51][CH2:50][NH:49][CH2:48][CH2:47]2)[CH:45]=[CH:44][CH:43]=[CH:42][CH:41]=1. Given the product [C:1]1([CH2:7][O:8][C:9]([C:11]2([NH:17][C:18]([N:49]3[CH2:50][CH2:51][N:46]([C:40]4[CH:45]=[CH:44][CH:43]=[CH:42][CH:41]=4)[CH2:47][CH2:48]3)=[O:19])[CH2:12][CH2:13][CH2:14][CH2:15][CH2:16]2)=[O:10])[CH:2]=[CH:3][CH:4]=[CH:5][CH:6]=1, predict the reactants needed to synthesize it. (2) Given the product [CH:19]([N:17]1[C:16](=[O:22])[CH:15]=[CH:14][C:13]([C:4]2[S:3][C:2]([NH:1][C:23](=[O:30])[C:24]3[CH:29]=[CH:28][CH:27]=[CH:26][CH:25]=3)=[N:6][C:5]=2[C:7]2[CH:8]=[CH:9][CH:10]=[CH:11][CH:12]=2)=[N:18]1)([CH3:20])[CH3:21], predict the reactants needed to synthesize it. The reactants are: [NH2:1][C:2]1[S:3][C:4]([C:13]2[CH:14]=[CH:15][C:16](=[O:22])[N:17]([CH:19]([CH3:21])[CH3:20])[N:18]=2)=[C:5]([C:7]2[CH:12]=[CH:11][CH:10]=[CH:9][CH:8]=2)[N:6]=1.[C:23](Cl)(=[O:30])[C:24]1[CH:29]=[CH:28][CH:27]=[CH:26][CH:25]=1.C(N(CC)CC)C.Cl.